Predict the reactants needed to synthesize the given product. From a dataset of Full USPTO retrosynthesis dataset with 1.9M reactions from patents (1976-2016). (1) Given the product [Cl:9][C:10]1[CH:18]=[CH:17][CH:16]=[CH:15][C:11]=1/[C:12](=[CH:3]/[N:4]([CH3:6])[CH3:5])/[C:13]#[N:14], predict the reactants needed to synthesize it. The reactants are: CO[CH:3](OC)[N:4]([CH3:6])[CH3:5].[Cl:9][C:10]1[CH:18]=[CH:17][CH:16]=[CH:15][C:11]=1[CH2:12][C:13]#[N:14]. (2) Given the product [CH3:1][O:2][C:3]1[CH:4]=[CH:5][CH:6]=[C:7]2[C:12]=1[CH2:11][C@H:10]([OH:13])[CH2:9][CH2:8]2, predict the reactants needed to synthesize it. The reactants are: [CH3:1][O:2][C:3]1[CH:4]=[CH:5][CH:6]=[C:7]2[C:12]=1[CH2:11][C:10](=[O:13])[CH2:9][CH2:8]2.[OH-].[K+]. (3) The reactants are: C([O:3][C:4](=S)[NH:5][C:6]1[CH:11]=[C:10]([S:12]([CH3:15])(=[O:14])=[O:13])[CH:9]=[C:8]([NH:16][C:17]2[N:26]=[CH:25][C:24]3[N:23]([CH3:27])[C:22](=[O:28])[CH2:21][N:20]([CH:29]([CH3:31])[CH3:30])[C:19]=3[N:18]=2)[CH:7]=1)C.[C:33]([O:37][C:38](=[O:47])[NH:39][C@H:40]1[CH2:45][CH2:44][C@@H:43]([NH2:46])[CH2:42][CH2:41]1)([CH3:36])([CH3:35])[CH3:34]. Given the product [C:33]([O:37][C:38](=[O:47])[NH:39][CH:40]1[CH2:41][CH2:42][CH:43]([NH:46][C:4]([NH:5][C:6]2[CH:11]=[C:10]([S:12]([CH3:15])(=[O:14])=[O:13])[CH:9]=[C:8]([NH:16][C:17]3[N:26]=[CH:25][C:24]4[N:23]([CH3:27])[C:22](=[O:28])[CH2:21][N:20]([CH:29]([CH3:31])[CH3:30])[C:19]=4[N:18]=3)[CH:7]=2)=[O:3])[CH2:44][CH2:45]1)([CH3:36])([CH3:34])[CH3:35], predict the reactants needed to synthesize it. (4) Given the product [C:1]1([C:7]2[S:11][C:10]([NH:12][C:13]([N:28]3[CH2:29][CH2:30][CH2:38][N:35]([C:36]([O:39][C:1]([CH3:7])([CH3:6])[CH3:2])=[O:37])[CH2:34][CH2:31]3)=[O:24])=[N:9][CH:8]=2)[CH:2]=[CH:3][CH:4]=[CH:5][CH:6]=1, predict the reactants needed to synthesize it. The reactants are: [C:1]1([C:7]2[S:11][C:10]([NH:12][C:13](=[O:24])OC3C=CC([N+]([O-])=O)=CC=3)=[N:9][CH:8]=2)[CH:6]=[CH:5][CH:4]=[CH:3][CH:2]=1.C([N:28]([CH:31](C)C)[CH2:29][CH3:30])(C)C.[CH3:34][N:35]([CH3:38])[CH:36]=[O:37].[OH-:39].[NH4+]. (5) Given the product [O:11]1[CH2:10][C@H:9]1[CH2:7][N:1]1[CH2:6][CH2:5][O:4][CH2:3][CH2:2]1, predict the reactants needed to synthesize it. The reactants are: [NH:1]1[CH2:6][CH2:5][O:4][CH2:3][CH2:2]1.[CH2:7]([C@@H:9]1[O:11][CH2:10]1)Cl.[K].C(O)(C)(C)C.